Dataset: Forward reaction prediction with 1.9M reactions from USPTO patents (1976-2016). Task: Predict the product of the given reaction. Given the reactants [I:1][C:2]1[C:7]([CH:8]=[O:9])=[C:6]([O:10]C)[N:5]=[CH:4][CH:3]=1.I[Si](C)(C)C, predict the reaction product. The product is: [OH:10][C:6]1[N:5]=[CH:4][CH:3]=[C:2]([I:1])[C:7]=1[CH:8]=[O:9].